From a dataset of Reaction yield outcomes from USPTO patents with 853,638 reactions. Predict the reaction yield, written as a fraction of the theoretical maximum amount of product (1.0 means a 100% yield; for example, 0.34 means a 34% yield). (1) The reactants are [CH2:1]([O:3][C:4]1[CH:5]=[C:6]2[C:11](=[C:12]3[CH2:16][C:15]([CH3:18])([CH3:17])[O:14][C:13]=13)[C:10]([C:19]1[CH:24]=[CH:23][C:22](/[CH:25]=[C:26](\[CH3:32])/[C:27]([O:29]CC)=[O:28])=[CH:21][CH:20]=1)=[N:9][C:8]([CH3:34])([CH3:33])[CH2:7]2)[CH3:2].[OH-].[Na+].Cl. The catalyst is C(O)C. The product is [CH2:1]([O:3][C:4]1[CH:5]=[C:6]2[C:11](=[C:12]3[CH2:16][C:15]([CH3:18])([CH3:17])[O:14][C:13]=13)[C:10]([C:19]1[CH:20]=[CH:21][C:22](/[CH:25]=[C:26](\[CH3:32])/[C:27]([OH:29])=[O:28])=[CH:23][CH:24]=1)=[N:9][C:8]([CH3:33])([CH3:34])[CH2:7]2)[CH3:2]. The yield is 0.670. (2) The reactants are Cl[C:2]1[N:3]=[CH:4][C:5]([C:8]([N:10]2[CH2:15][CH2:14][C:13]3[NH:16][C:17]([C:19]4[C:27]5[C:22](=[CH:23][C:24]([C:28]6[CH:33]=[C:32]([F:34])[C:31]([OH:35])=[CH:30][C:29]=6[CH2:36][CH3:37])=[CH:25][CH:26]=5)[NH:21][N:20]=4)=[N:18][C:12]=3[CH2:11]2)=[O:9])=[N:6][CH:7]=1.[N:38]1([CH2:43][CH2:44][NH2:45])[CH2:42][CH2:41][CH2:40][CH2:39]1. No catalyst specified. The product is [CH2:36]([C:29]1[CH:30]=[C:31]([OH:35])[C:32]([F:34])=[CH:33][C:28]=1[C:24]1[CH:23]=[C:22]2[C:27]([C:19]([C:17]3[NH:16][C:13]4[CH2:14][CH2:15][N:10]([C:8]([C:5]5[CH:4]=[N:3][C:2]([NH:45][CH2:44][CH2:43][N:38]6[CH2:42][CH2:41][CH2:40][CH2:39]6)=[CH:7][N:6]=5)=[O:9])[CH2:11][C:12]=4[N:18]=3)=[N:20][NH:21]2)=[CH:26][CH:25]=1)[CH3:37]. The yield is 0.520. (3) The reactants are [CH3:1][N:2]1[CH:6]=[CH:5][CH:4]=[C:3]1[C:7]1[CH:12]=[CH:11][C:10]([C:13]([F:16])([F:15])[F:14])=[CH:9][CH:8]=1.C([Li])(C)(C)C.I[C:23]1[CH:33]=[CH:32][C:26]([C:27]([O:29][CH2:30][CH3:31])=[O:28])=[CH:25][CH:24]=1.Cl. The catalyst is O1CCCC1.[Cl-].[Zn+2].[Cl-]. The product is [CH3:1][N:2]1[C:3]([C:7]2[CH:12]=[CH:11][C:10]([C:13]([F:14])([F:15])[F:16])=[CH:9][CH:8]=2)=[CH:4][CH:5]=[C:6]1[C:23]1[CH:33]=[CH:32][C:26]([C:27]([O:29][CH2:30][CH3:31])=[O:28])=[CH:25][CH:24]=1. The yield is 0.310. (4) The reactants are C(OC(=O)[NH:7][CH2:8][CH2:9][C:10]1[CH:11]=[N:12][CH:13]=[C:14]([O:16][CH3:17])[CH:15]=1)(C)(C)C.[ClH:19]. The catalyst is C(O)(C)C.O1CCOCC1. The product is [ClH:19].[ClH:19].[CH3:17][O:16][C:14]1[CH:15]=[C:10]([CH2:9][CH2:8][NH2:7])[CH:11]=[N:12][CH:13]=1. The yield is 0.750. (5) The reactants are [C:1]([O:5][C:6]([N:8]1[CH2:13][CH2:12][CH2:11][C:10]([NH:17]C(OCC2C3C=CC=CC=3C3C2=CC=CC=3)=O)([C:14]([OH:16])=[O:15])[CH2:9]1)=[O:7])([CH3:4])([CH3:3])[CH3:2].C(OC)(C)(C)C.C(O)(C)C.N1CCCCC1. The catalyst is CN(C)C=O. The product is [NH2:17][C:10]1([C:14]([OH:16])=[O:15])[CH2:11][CH2:12][CH2:13][N:8]([C:6]([O:5][C:1]([CH3:2])([CH3:3])[CH3:4])=[O:7])[CH2:9]1. The yield is 0.810. (6) The reactants are [Br:1][C:2]1[CH:3]=[C:4]2[C:10](/[CH:11]=[C:12]3\[O:13][C:14]4[C:21]([CH2:22][N:23]5[CH2:28][CH2:27][N:26](C(OC(C)(C)C)=O)[CH2:25][CH2:24]5)=[C:20]([OH:36])[CH:19]=[CH:18][C:15]=4[C:16]\3=[O:17])=[CH:9][NH:8][C:5]2=[N:6][CH:7]=1.[ClH:37]. The catalyst is C(Cl)Cl.O1CCOCC1. The product is [ClH:37].[ClH:37].[ClH:37].[Br:1][C:2]1[CH:3]=[C:4]2[C:10](/[CH:11]=[C:12]3\[O:13][C:14]4[C:21]([CH2:22][N:23]5[CH2:28][CH2:27][NH:26][CH2:25][CH2:24]5)=[C:20]([OH:36])[CH:19]=[CH:18][C:15]=4[C:16]\3=[O:17])=[CH:9][NH:8][C:5]2=[N:6][CH:7]=1. The yield is 0.780. (7) The reactants are Br[C:2]1[CH:3]=[N:4][CH:5]=[C:6]([Cl:13])[C:7]=1[C:8]([O:10][CH2:11][CH3:12])=[O:9].[CH3:14][Zn]C.O. The catalyst is O1CCOCC1. The product is [Cl:13][C:6]1[CH:5]=[N:4][CH:3]=[C:2]([CH3:14])[C:7]=1[C:8]([O:10][CH2:11][CH3:12])=[O:9]. The yield is 0.900. (8) The reactants are Cl[C:2]1[CH:7]=[CH:6][N:5]=[C:4]2[CH:8]=[C:9]([C:11]3[S:12][CH:13]=[CH:14][N:15]=3)[S:10][C:3]=12.[F:16][C:17]1[CH:22]=[C:21]([N+:23]([O-:25])=[O:24])[CH:20]=[CH:19][C:18]=1[OH:26].C(=O)([O-])[O-].[K+].[K+]. The catalyst is O(C1C=CC=CC=1)C1C=CC=CC=1.CCOC(C)=O. The yield is 0.660. The product is [F:16][C:17]1[CH:22]=[C:21]([N+:23]([O-:25])=[O:24])[CH:20]=[CH:19][C:18]=1[O:26][C:2]1[CH:7]=[CH:6][N:5]=[C:4]2[CH:8]=[C:9]([C:11]3[S:12][CH:13]=[CH:14][N:15]=3)[S:10][C:3]=12.